Dataset: Peptide-MHC class I binding affinity with 185,985 pairs from IEDB/IMGT. Task: Regression. Given a peptide amino acid sequence and an MHC pseudo amino acid sequence, predict their binding affinity value. This is MHC class I binding data. (1) The peptide sequence is DWMERIEDF. The MHC is HLA-B46:01 with pseudo-sequence HLA-B46:01. The binding affinity (normalized) is 0.0847. (2) The peptide sequence is FQPWNGQFI. The MHC is H-2-Db with pseudo-sequence H-2-Db. The binding affinity (normalized) is 0.582. (3) The peptide sequence is AMQTMLFTM. The MHC is HLA-A02:06 with pseudo-sequence HLA-A02:06. The binding affinity (normalized) is 0.800. (4) The peptide sequence is EAAAATCAL. The MHC is HLA-A02:06 with pseudo-sequence HLA-A02:06. The binding affinity (normalized) is 0.0707.